From a dataset of Forward reaction prediction with 1.9M reactions from USPTO patents (1976-2016). Predict the product of the given reaction. Given the reactants [CH2:1]([O:3][C:4](=[O:21])[C:5]1[CH:10]=[C:9]([CH2:11][N:12]2[CH2:17][CH2:16][O:15][CH2:14][CH2:13]2)[CH:8]=[CH:7][C:6]=1[N+:18]([O-])=O)[CH3:2], predict the reaction product. The product is: [CH2:1]([O:3][C:4](=[O:21])[C:5]1[CH:10]=[C:9]([CH2:11][N:12]2[CH2:17][CH2:16][O:15][CH2:14][CH2:13]2)[CH:8]=[CH:7][C:6]=1[NH2:18])[CH3:2].